This data is from Full USPTO retrosynthesis dataset with 1.9M reactions from patents (1976-2016). The task is: Predict the reactants needed to synthesize the given product. (1) Given the product [N:1]1([C:5]2[N:14]=[C:13]3[C:8]([C:9](=[O:29])[C:10]([C:26]([OH:28])=[O:27])=[CH:11][NH:12]3)=[CH:7][C:6]=2[F:30])[CH2:4][CH2:3][CH2:2]1, predict the reactants needed to synthesize it. The reactants are: [N:1]1([C:5]2[N:14]=[C:13]3[C:8]([C:9](=[O:29])[C:10]([C:26]([OH:28])=[O:27])=[CH:11][N:12]3CC3C=CC(OC)=CC=3OC)=[CH:7][C:6]=2[F:30])[CH2:4][CH2:3][CH2:2]1. (2) Given the product [OH:8][CH2:7][C:6]1[CH:10]=[CH:11][C:3]([C:1]#[N:2])=[N:4][CH:5]=1, predict the reactants needed to synthesize it. The reactants are: [C:1]([C:3]1[CH:11]=[CH:10][C:6]([C:7](O)=[O:8])=[CH:5][N:4]=1)#[N:2].CCN(CC)CC.ClC(OCC)=O.[BH4-].[Na+].